From a dataset of Forward reaction prediction with 1.9M reactions from USPTO patents (1976-2016). Predict the product of the given reaction. (1) Given the reactants CN(C=O)C.C[O-].[K+].[N+:9]([C:12]1[CH:17]=[CH:16][CH:15]=[C:14]([CH3:18])[C:13]=1[CH3:19])([O-:11])=[O:10].[N:20](OCCCC)=[O:21], predict the reaction product. The product is: [CH3:18][C:14]1[CH:15]=[CH:16][CH:17]=[C:12]([N+:9]([O-:11])=[O:10])[C:13]=1[CH:19]=[N:20][OH:21]. (2) Given the reactants [CH3:1][O:2][C:3]1[CH:8]=[CH:7][C:6]([CH2:9][CH:10]([NH:13][CH:14]=O)[CH2:11][CH3:12])=[CH:5][C:4]=1[CH2:16][CH2:17][CH3:18].O=P(Cl)(Cl)Cl, predict the reaction product. The product is: [CH2:11]([CH:10]1[CH2:9][C:6]2[C:7](=[CH:8][C:3]([O:2][CH3:1])=[C:4]([CH2:16][CH2:17][CH3:18])[CH:5]=2)[CH:14]=[N:13]1)[CH3:12]. (3) Given the reactants Cl[C:2]1[N:7]=[C:6]([C:8]2[CH:13]=[CH:12][CH:11]=[CH:10][CH:9]=2)[N:5]=[C:4]([NH2:14])[C:3]=1[O:15][CH3:16], predict the reaction product. The product is: [CH3:16][O:15][C:3]1[C:4]([NH2:14])=[N:5][C:6]([C:8]2[CH:13]=[CH:12][CH:11]=[CH:10][CH:9]=2)=[N:7][CH:2]=1.